This data is from Catalyst prediction with 721,799 reactions and 888 catalyst types from USPTO. The task is: Predict which catalyst facilitates the given reaction. (1) Reactant: C1(C)C=CC(OCC([Cl:11])=O)=CC=1.[CH:13]([C:16]1[CH:26]=[CH:25][C:19]([O:20][CH2:21][C:22](O)=[O:23])=[CH:18][CH:17]=1)([CH3:15])[CH3:14].O=S(Cl)Cl. Product: [CH:13]([C:16]1[CH:26]=[CH:25][C:19]([O:20][CH2:21][C:22]([Cl:11])=[O:23])=[CH:18][CH:17]=1)([CH3:15])[CH3:14]. The catalyst class is: 48. (2) Reactant: [CH3:1][O:2][C:3]1[C:11]2[C:6](=[N:7][CH:8]=[C:9]([NH2:12])[CH:10]=2)[NH:5][N:4]=1.[Cl:13][C:14]1[C:22]([NH:23][S:24]([CH2:27][CH2:28][CH3:29])(=[O:26])=[O:25])=[CH:21][CH:20]=[C:19]([Cl:30])[C:15]=1[C:16](O)=[O:17].CCN=C=NCCCN(C)C.C1C=CC2N(O)N=NC=2C=1. Product: [Cl:13][C:14]1[C:22]([NH:23][S:24]([CH2:27][CH2:28][CH3:29])(=[O:25])=[O:26])=[CH:21][CH:20]=[C:19]([Cl:30])[C:15]=1[C:16]([NH:12][C:9]1[CH:10]=[C:11]2[C:3]([O:2][CH3:1])=[N:4][NH:5][C:6]2=[N:7][CH:8]=1)=[O:17]. The catalyst class is: 42. (3) Reactant: [CH3:1][C:2]1[CH:14]=[CH:13][C:5]2[NH:6]C(=O)[NH:8][S:9](=[O:11])(=[O:10])[C:4]=2[CH:3]=1.[OH-].[Na+]. Product: [NH2:6][C:5]1[CH:13]=[CH:14][C:2]([CH3:1])=[CH:3][C:4]=1[S:9]([NH2:8])(=[O:10])=[O:11]. The catalyst class is: 82. (4) Reactant: [CH3:1][O:2][C:3]1[C:4]([O:24][CH3:25])=[CH:5][C:6]2[C:7]3[C:15]([C:16]4[CH:23]=[CH:22][C:19]([C:20]#[N:21])=[CH:18][CH:17]=4)=[N:14][NH:13][C:8]=3[CH:9]=[N:10][C:11]=2[CH:12]=1.C(=O)([O-])[O-].[K+].[K+].[CH2:32](I)[CH3:33].O. Product: [CH3:1][O:2][C:3]1[C:4]([O:24][CH3:25])=[CH:5][C:6]2[C:7]3[C:15]([C:16]4[CH:17]=[CH:18][C:19]([C:20]#[N:21])=[CH:22][CH:23]=4)=[N:14][N:13]([CH2:32][CH3:33])[C:8]=3[CH:9]=[N:10][C:11]=2[CH:12]=1. The catalyst class is: 9.